From a dataset of Forward reaction prediction with 1.9M reactions from USPTO patents (1976-2016). Predict the product of the given reaction. Given the reactants C1([C@H]([N:9]2[CH:13]3[CH2:14][N:15]([C:17]([O:19][CH2:20][CH3:21])=[O:18])[CH2:16][CH:12]3[CH2:11][CH2:10]2)C)C=CC=CC=1, predict the reaction product. The product is: [NH:9]1[CH2:10][CH2:11][CH:12]2[CH2:16][N:15]([C:17]([O:19][CH2:20][CH3:21])=[O:18])[CH2:14][CH:13]12.